Dataset: Reaction yield outcomes from USPTO patents with 853,638 reactions. Task: Predict the reaction yield, written as a fraction of the theoretical maximum amount of product (1.0 means a 100% yield; for example, 0.34 means a 34% yield). (1) The reactants are [NH2:1][C:2]1[C:3]([CH3:22])=[N:4][C:5]2[C:10]([N:11]=1)=[C:9]([C:12]1[NH:20][C:19]3[CH2:18][CH2:17][NH:16][C:15](=[O:21])[C:14]=3[CH:13]=1)[CH:8]=[CH:7][CH:6]=2.[CH:23]1([C:26](Cl)=[O:27])[CH2:25][CH2:24]1. The catalyst is C(Cl)Cl. The product is [CH3:22][C:3]1[C:2]([NH:1][C:26]([CH:23]2[CH2:25][CH2:24]2)=[O:27])=[N:11][C:10]2[C:5]([N:4]=1)=[CH:6][CH:7]=[CH:8][C:9]=2[C:12]1[NH:20][C:19]2[CH2:18][CH2:17][NH:16][C:15](=[O:21])[C:14]=2[CH:13]=1. The yield is 0.560. (2) The reactants are [CH3:1][O:2][CH2:3][N:4]1[C:12]2[C:7](=[CH:8][CH:9]=[CH:10][C:11]=2[N+:13]([O-])=O)[CH:6]=[C:5]1[C:16]1[S:17][C:18]([C:21]([O:23][CH2:24][CH3:25])=[O:22])=[CH:19][N:20]=1.O1CCCC1.O.NN. The catalyst is O.O.O.O.O.O.[Fe](Cl)(Cl)Cl.C(O)C. The product is [NH2:13][C:11]1[CH:10]=[CH:9][CH:8]=[C:7]2[C:12]=1[N:4]([CH2:3][O:2][CH3:1])[C:5]([C:16]1[S:17][C:18]([C:21]([O:23][CH2:24][CH3:25])=[O:22])=[CH:19][N:20]=1)=[CH:6]2. The yield is 0.970.